From a dataset of Full USPTO retrosynthesis dataset with 1.9M reactions from patents (1976-2016). Predict the reactants needed to synthesize the given product. (1) Given the product [I:1][C:2]1[N:6]2[CH:7]=[CH:8][C:9](/[CH:11]=[CH:12]/[N+:13]([O-:15])=[O:14])=[CH:10][C:5]2=[N:4][CH:3]=1, predict the reactants needed to synthesize it. The reactants are: [I:1][C:2]1[N:6]2[CH:7]=[CH:8][C:9]([CH:11](O)[CH2:12][N+:13]([O-:15])=[O:14])=[CH:10][C:5]2=[N:4][CH:3]=1.C(N(CC)CC)C.CS(Cl)(=O)=O. (2) Given the product [CH:1]1([C:4]2[N:13]=[C:12]([N:14]3[CH2:19][CH2:18][N:17]([C:20]4[CH:25]=[C:24]([N:40]([CH3:41])[CH3:37])[CH:23]=[CH:22][C:21]=4[O:27][CH3:28])[CH2:16][CH2:15]3)[C:11]3[C:6](=[CH:7][C:8]([O:31][CH3:32])=[C:9]([O:29][CH3:30])[CH:10]=3)[N:5]=2)[CH2:3][CH2:2]1, predict the reactants needed to synthesize it. The reactants are: [CH:1]1([C:4]2[N:13]=[C:12]([N:14]3[CH2:19][CH2:18][N:17]([C:20]4[CH:25]=[CH:24][C:23](F)=[CH:22][C:21]=4[O:27][CH3:28])[CH2:16][CH2:15]3)[C:11]3[C:6](=[CH:7][C:8]([O:31][CH3:32])=[C:9]([O:29][CH3:30])[CH:10]=3)[N:5]=2)[CH2:3][CH2:2]1.FC1C=C[C:37]([N:40]2CCNC[CH2:41]2)=C(OC)C=1.COC1C=CC(N(C)C)=CC=1N1CCNCC1. (3) Given the product [CH3:1][O:2][C:3]([C:5]1[C:6]([OH:23])=[C:7]2[C:12](=[CH:13][N:14]=1)[N:11]([CH2:15][CH:16]1[CH2:20][CH2:19][CH2:18][CH2:17]1)[C:10](=[O:21])[C:9]([C:24]1[CH:29]=[CH:28][CH:27]=[CH:26][CH:25]=1)=[CH:8]2)=[O:4], predict the reactants needed to synthesize it. The reactants are: [CH3:1][O:2][C:3]([C:5]1[C:6]([OH:23])=[C:7]2[C:12](=[CH:13][N:14]=1)[N:11]([CH2:15][CH:16]1[CH2:20][CH2:19][CH2:18][CH2:17]1)[C:10](=[O:21])[C:9](Br)=[CH:8]2)=[O:4].[C:24]1([Sn](CCCC)(CCCC)CCCC)[CH:29]=[CH:28][CH:27]=[CH:26][CH:25]=1.CCOC(C)=O.Cl. (4) Given the product [NH2:52][C:48]1[CH:47]=[C:46]([C:43]([O:42][C:35]2[C:36]3[C:41](=[CH:40][CH:39]=[CH:38][CH:37]=3)[C:32]([NH:31][C:18]([NH:10][C:8]3[N:7]([C:11]4[CH:12]=[CH:13][C:14]([CH3:17])=[CH:15][CH:16]=4)[N:6]=[C:5]([C:1]([CH3:4])([CH3:3])[CH3:2])[CH:9]=3)=[O:21])=[CH:33][CH:34]=2)([CH3:45])[CH3:44])[CH:51]=[CH:50][N:49]=1, predict the reactants needed to synthesize it. The reactants are: [C:1]([C:5]1[CH:9]=[C:8]([NH2:10])[N:7]([C:11]2[CH:16]=[CH:15][C:14]([CH3:17])=[CH:13][CH:12]=2)[N:6]=1)([CH3:4])([CH3:3])[CH3:2].[C:18]([O-:21])(O)=O.[Na+].ClC(OC(Cl)=O)(Cl)Cl.[NH2:31][C:32]1[C:41]2[C:36](=[CH:37][CH:38]=[CH:39][CH:40]=2)[C:35]([O:42][C:43]([C:46]2[CH:51]=[CH:50][N:49]=[C:48]([NH2:52])[CH:47]=2)([CH3:45])[CH3:44])=[CH:34][CH:33]=1.CCN(C(C)C)C(C)C. (5) Given the product [CH3:1][O:2][C:3]1[N:8]=[CH:7][C:6]([C:9]2[CH:14]=[CH:13][C:12]([CH2:15][CH2:16][C:17]([O:19][CH3:20])=[O:18])=[CH:11][CH:10]=2)=[CH:5][CH:4]=1, predict the reactants needed to synthesize it. The reactants are: [CH3:1][O:2][C:3]1[N:8]=[CH:7][C:6]([C:9]2[CH:14]=[CH:13][C:12](/[CH:15]=[CH:16]/[C:17]([O:19][CH3:20])=[O:18])=[CH:11][CH:10]=2)=[CH:5][CH:4]=1. (6) Given the product [CH3:24][O:23][C:13]1[C:11]2[N:12]=[C:8]([NH:7][C:6]([NH:35][CH2:34][CH2:33][CH2:32][C:26]3[CH:31]=[CH:30][CH:29]=[CH:28][CH:27]=3)=[O:5])[S:9][C:10]=2[C:16]([C:17]2[CH:18]=[CH:19][CH:20]=[CH:21][CH:22]=2)=[CH:15][CH:14]=1, predict the reactants needed to synthesize it. The reactants are: C([O:5][C:6](=O)[NH:7][C:8]1[S:9][C:10]2[C:16]([C:17]3[CH:22]=[CH:21][CH:20]=[CH:19][CH:18]=3)=[CH:15][CH:14]=[C:13]([O:23][CH3:24])[C:11]=2[N:12]=1)(C)(C)C.[C:26]1([CH2:32][CH2:33][CH2:34][NH2:35])[CH:31]=[CH:30][CH:29]=[CH:28][CH:27]=1. (7) Given the product [Au:17].[N:1]1[C:14]2[C:5](=[CH:6][CH:7]=[C:8]3[C:13]=2[N:12]=[CH:11][CH:10]=[CH:9]3)[CH:4]=[CH:3][CH:2]=1, predict the reactants needed to synthesize it. The reactants are: [N:1]1[C:14]2[C:5](=[CH:6][CH:7]=[C:8]3[C:13]=2[N:12]=[CH:11][CH:10]=[CH:9]3)[CH:4]=[CH:3][CH:2]=1.[H+].Cl[Au-:17](Cl)(Cl)Cl.[Cl-].[NH4+].